This data is from Peptide-MHC class I binding affinity with 185,985 pairs from IEDB/IMGT. The task is: Regression. Given a peptide amino acid sequence and an MHC pseudo amino acid sequence, predict their binding affinity value. This is MHC class I binding data. (1) The peptide sequence is ITGSLGPLL. The MHC is Mamu-A01 with pseudo-sequence Mamu-A01. The binding affinity (normalized) is 0.719. (2) The peptide sequence is AYIDNYNKV. The MHC is HLA-A01:01 with pseudo-sequence HLA-A01:01. The binding affinity (normalized) is 0. (3) The peptide sequence is RGFAAPQFS. The MHC is Mamu-B52 with pseudo-sequence Mamu-B52. The binding affinity (normalized) is 0.784. (4) The peptide sequence is RNHLRDLMGV. The MHC is HLA-A02:02 with pseudo-sequence HLA-A02:02. The binding affinity (normalized) is 0.440. (5) The peptide sequence is ARLMAEALK. The MHC is Mamu-B03 with pseudo-sequence Mamu-B03. The binding affinity (normalized) is 0.188.